From a dataset of Peptide-MHC class I binding affinity with 185,985 pairs from IEDB/IMGT. Regression. Given a peptide amino acid sequence and an MHC pseudo amino acid sequence, predict their binding affinity value. This is MHC class I binding data. (1) The peptide sequence is SHSIPNGLL. The MHC is HLA-A31:01 with pseudo-sequence HLA-A31:01. The binding affinity (normalized) is 0.0847. (2) The peptide sequence is PEKGWLSTYAV. The MHC is Mamu-A11 with pseudo-sequence Mamu-A11. The binding affinity (normalized) is 0.202.